This data is from Forward reaction prediction with 1.9M reactions from USPTO patents (1976-2016). The task is: Predict the product of the given reaction. (1) Given the reactants [C:1]([C:6]1[S:10][C:9]([CH:11]=[O:12])=[CH:8][CH:7]=1)([CH2:4][CH3:5])([CH3:3])[CH3:2].[BH4-].[K+], predict the reaction product. The product is: [C:1]([C:6]1[S:10][C:9]([CH2:11][OH:12])=[CH:8][CH:7]=1)([CH2:4][CH3:5])([CH3:2])[CH3:3]. (2) Given the reactants O1CCCC1.Cl.[Cl:7][C:8]1[CH:9]=[C:10]([CH:13]=[CH:14][C:15]=1[O:16][CH3:17])[CH2:11][NH2:12].C(N(CC)CC)C.Cl[C:26]1[C:31]([C:32]([O:34][CH2:35][CH3:36])=[S:33])=[CH:30][N:29]=[C:28]([CH3:37])[N:27]=1, predict the reaction product. The product is: [Cl:7][C:8]1[CH:9]=[C:10]([CH:13]=[CH:14][C:15]=1[O:16][CH3:17])[CH2:11][NH:12][C:30]1[C:31]([C:32]([O:34][CH2:35][CH3:36])=[S:33])=[CH:26][N:27]=[C:28]([CH3:37])[N:29]=1. (3) Given the reactants [CH:1]([C:4]1[C:12]2[C:7](=[CH:8][CH:9]=[CH:10][C:11]=2[N:13]2[CH:17]=[C:16]([C:18]3[CH:19]=[N:20][CH:21]=[CH:22][CH:23]=3)[N:15]=[CH:14]2)[N:6]([C:24]2[CH:31]=[CH:30][C:27]([C:28]#[N:29])=[CH:26][C:25]=2[N+:32]([O-])=O)[N:5]=1)([CH3:3])[CH3:2].[Cl-].[NH4+], predict the reaction product. The product is: [NH2:32][C:25]1[CH:26]=[C:27]([CH:30]=[CH:31][C:24]=1[N:6]1[C:7]2[C:12](=[C:11]([N:13]3[CH:17]=[C:16]([C:18]4[CH:19]=[N:20][CH:21]=[CH:22][CH:23]=4)[N:15]=[CH:14]3)[CH:10]=[CH:9][CH:8]=2)[C:4]([CH:1]([CH3:3])[CH3:2])=[N:5]1)[C:28]#[N:29].